This data is from Full USPTO retrosynthesis dataset with 1.9M reactions from patents (1976-2016). The task is: Predict the reactants needed to synthesize the given product. (1) Given the product [Cl:19][C:16]1[CH:17]=[CH:18][C:13]([S:10]([N:9]([C@H:4]([CH2:5][CH:6]([CH3:8])[CH3:7])[C:1]([NH2:2])=[O:3])[CH2:20][C:21]2[CH:26]=[CH:25][C:24]([NH:27][C:28](=[O:31])[CH2:29][CH2:30][N:32]3[CH2:37][CH2:36][CH2:35][CH2:34][CH2:33]3)=[CH:23][CH:22]=2)(=[O:12])=[O:11])=[CH:14][CH:15]=1, predict the reactants needed to synthesize it. The reactants are: [C:1]([C@@H:4]([N:9]([CH2:20][C:21]1[CH:26]=[CH:25][C:24]([NH:27][C:28](=[O:31])[CH:29]=[CH2:30])=[CH:23][CH:22]=1)[S:10]([C:13]1[CH:18]=[CH:17][C:16]([Cl:19])=[CH:15][CH:14]=1)(=[O:12])=[O:11])[CH2:5][CH:6]([CH3:8])[CH3:7])(=[O:3])[NH2:2].[NH:32]1[CH2:37][CH2:36][CH2:35][CH2:34][CH2:33]1. (2) Given the product [CH3:1][C:2]1[CH:3]=[C:4]([CH:12]2[CH2:13][CH:14]([C:15]([O:17][CH3:18])=[O:16])[CH2:19][CH2:20][NH:21]2)[CH:5]=[CH:6][C:7]=1[C:8]([F:9])([F:10])[F:11], predict the reactants needed to synthesize it. The reactants are: [CH3:1][C:2]1[CH:3]=[C:4]([C:12]2[CH:13]=[C:14]([CH:19]=[CH:20][N:21]=2)[C:15]([O:17][CH3:18])=[O:16])[CH:5]=[CH:6][C:7]=1[C:8]([F:11])([F:10])[F:9]. (3) Given the product [CH3:11][C:1]1[CH:2]=[C:3]([CH:4]=[CH:5][CH:6]=1)[CH2:7][C:8]1[O:10][N:25]=[C:19]([C:20]([O:22][CH2:23][CH3:24])=[O:21])[N:18]=1, predict the reactants needed to synthesize it. The reactants are: [C:1]1([CH3:11])[CH:6]=[CH:5][CH:4]=[C:3]([CH2:7][C:8]([OH:10])=O)[CH:2]=1.C(Cl)(=O)C(Cl)=O.[NH2:18][C:19](=[N:25]O)[C:20]([O:22][CH2:23][CH3:24])=[O:21].C(N(CC)C(C)C)(C)C. (4) Given the product [CH:31]([NH:30][C:28]([C@H:25]1[CH2:24][CH2:23][C@@H:22]([NH:21][C:2]2[CH:3]=[C:4]([O:5][CH2:6][CH2:7][N:8]3[CH2:13][CH2:12][CH2:11][CH2:10][CH2:9]3)[CH:14]=[CH:15][C:16]=2[N+:17]([O-:19])=[O:18])[CH2:27][CH2:26]1)=[O:29])([CH3:33])[CH3:32], predict the reactants needed to synthesize it. The reactants are: F[C:2]1[CH:3]=[C:4]([CH:14]=[CH:15][C:16]=1[N+:17]([O-:19])=[O:18])[O:5][CH2:6][CH2:7][N:8]1[CH2:13][CH2:12][CH2:11][CH2:10][CH2:9]1.Cl.[NH2:21][C@@H:22]1[CH2:27][CH2:26][C@H:25]([C:28]([NH:30][CH:31]([CH3:33])[CH3:32])=[O:29])[CH2:24][CH2:23]1.CCN(C(C)C)C(C)C. (5) Given the product [CH:7]([OH:8])=[O:6].[Br:44][C:45]1[CH:55]=[CH:54][CH:53]=[CH:52][C:46]=1[CH2:47][N:48]([CH:49]1[CH2:50][CH2:51]1)[C:36]([C:15]1[CH:14]2[NH:9][CH:10]([CH2:17][C:16]=1[C:18]1[CH:19]=[CH:20][C:21]([O:24][CH2:25][CH2:26][O:27][C:28]3[CH:33]=[C:32]([F:34])[CH:31]=[CH:30][C:29]=3[Cl:35])=[CH:22][CH:23]=1)[CH2:11][N:12]([C:39](=[O:41])[CH3:40])[CH2:13]2)=[O:37], predict the reactants needed to synthesize it. The reactants are: ClC(Cl)(Cl)C([O:6][C:7]([N:9]1[CH:14]2[C:15]([C:36](O)=[O:37])=[C:16]([C:18]3[CH:23]=[CH:22][C:21]([O:24][CH2:25][CH2:26][O:27][C:28]4[CH:33]=[C:32]([F:34])[CH:31]=[CH:30][C:29]=4[Cl:35])=[CH:20][CH:19]=3)[CH2:17][CH:10]1[CH2:11][N:12]([C:39](=[O:41])[CH3:40])[CH2:13]2)=[O:8])(C)C.[Br:44][C:45]1[CH:55]=[CH:54][CH:53]=[CH:52][C:46]=1[CH2:47][NH:48][CH:49]1[CH2:51][CH2:50]1. (6) The reactants are: [CH3:1][O:2][C:3]1[C:12]2[C:7](=[CH:8][CH:9]=[CH:10][CH:11]=2)[N:6]([CH3:13])[C:5](=[O:14])[CH:4]=1.[Br:15]N1C(=O)CCC1=O. Given the product [Br:15][C:4]1[C:5](=[O:14])[N:6]([CH3:13])[C:7]2[C:12]([C:3]=1[O:2][CH3:1])=[CH:11][CH:10]=[CH:9][CH:8]=2, predict the reactants needed to synthesize it. (7) Given the product [CH3:1][O:2][C:3]([C:5]1[C:6]([CH2:13][Br:14])=[N:7][C:8]([Cl:12])=[CH:9][C:10]=1[CH3:11])=[O:4], predict the reactants needed to synthesize it. The reactants are: [CH3:1][O:2][C:3]([C:5]1[C:6]([CH3:13])=[N:7][C:8]([Cl:12])=[CH:9][C:10]=1[CH3:11])=[O:4].[Br:14]N1C(=O)CCC1=O.C(O)(=O)C. (8) Given the product [Br:1][C:2]1[C:7]([OH:8])=[C:6]([Cl:10])[CH:5]=[CH:4][N:3]=1, predict the reactants needed to synthesize it. The reactants are: [Br:1][C:2]1[C:7]([O:8]C)=[C:6]([Cl:10])[CH:5]=[CH:4][N:3]=1.B(Br)(Br)Br.